Dataset: Peptide-MHC class II binding affinity with 134,281 pairs from IEDB. Task: Regression. Given a peptide amino acid sequence and an MHC pseudo amino acid sequence, predict their binding affinity value. This is MHC class II binding data. (1) The peptide sequence is KLCPNNLCCSQWGWC. The MHC is DRB1_0701 with pseudo-sequence DRB1_0701. The binding affinity (normalized) is 0.0917. (2) The peptide sequence is PIYNVLPTTSLVLGKNQTLAT. The MHC is DRB1_0301 with pseudo-sequence DRB1_0301. The binding affinity (normalized) is 0.169. (3) The peptide sequence is FKKYFAATQFEPLAA. The MHC is DRB1_1001 with pseudo-sequence DRB1_1001. The binding affinity (normalized) is 0.601. (4) The peptide sequence is RAQFPRQCATVEALR. The binding affinity (normalized) is 0. The MHC is DRB1_1302 with pseudo-sequence DRB1_1302. (5) The peptide sequence is QWHKEGSSIGKLFTQHHHHHH. The MHC is DRB1_0901 with pseudo-sequence DRB1_0901. The binding affinity (normalized) is 0.506.